Dataset: NCI-60 drug combinations with 297,098 pairs across 59 cell lines. Task: Regression. Given two drug SMILES strings and cell line genomic features, predict the synergy score measuring deviation from expected non-interaction effect. (1) Drug 1: CC1C(C(CC(O1)OC2CC(OC(C2O)C)OC3=CC4=CC5=C(C(=O)C(C(C5)C(C(=O)C(C(C)O)O)OC)OC6CC(C(C(O6)C)O)OC7CC(C(C(O7)C)O)OC8CC(C(C(O8)C)O)(C)O)C(=C4C(=C3C)O)O)O)O. Drug 2: CS(=O)(=O)OCCCCOS(=O)(=O)C. Cell line: OVCAR3. Synergy scores: CSS=39.3, Synergy_ZIP=-0.728, Synergy_Bliss=-0.867, Synergy_Loewe=-51.6, Synergy_HSA=-1.92. (2) Drug 1: C1=CN(C(=O)N=C1N)C2C(C(C(O2)CO)O)O.Cl. Synergy scores: CSS=6.88, Synergy_ZIP=-2.36, Synergy_Bliss=0.392, Synergy_Loewe=-5.18, Synergy_HSA=-1.21. Cell line: MCF7. Drug 2: C1=CN(C=N1)CC(O)(P(=O)(O)O)P(=O)(O)O. (3) Synergy scores: CSS=-4.36, Synergy_ZIP=1.74, Synergy_Bliss=2.15, Synergy_Loewe=-3.98, Synergy_HSA=-3.65. Drug 2: CCCCCOC(=O)NC1=NC(=O)N(C=C1F)C2C(C(C(O2)C)O)O. Cell line: SK-MEL-5. Drug 1: C1=NC2=C(N1)C(=S)N=CN2. (4) Drug 1: CC12CCC(CC1=CCC3C2CCC4(C3CC=C4C5=CN=CC=C5)C)O. Drug 2: CC1=CC2C(CCC3(C2CCC3(C(=O)C)OC(=O)C)C)C4(C1=CC(=O)CC4)C. Cell line: CCRF-CEM. Synergy scores: CSS=-3.88, Synergy_ZIP=-3.09, Synergy_Bliss=-7.41, Synergy_Loewe=-8.54, Synergy_HSA=-7.10.